Task: Predict the product of the given reaction.. Dataset: Forward reaction prediction with 1.9M reactions from USPTO patents (1976-2016) (1) Given the reactants [F:1][C:2]([F:20])([F:19])[C:3]1[N:4]([CH2:11][O:12][CH2:13][CH2:14][Si:15]([CH3:18])([CH3:17])[CH3:16])[CH:5]=[C:6]([C:8]([OH:10])=O)[N:7]=1.[NH2:21][C@@H:22]([CH3:39])[CH2:23][N:24]1[CH:28]=[CH:27][C:26]([C:29]2[CH:36]=[C:35]([F:37])[C:32]([C:33]#[N:34])=[C:31]([Cl:38])[CH:30]=2)=[N:25]1, predict the reaction product. The product is: [Cl:38][C:31]1[CH:30]=[C:29]([C:26]2[CH:27]=[CH:28][N:24]([CH2:23][C@@H:22]([NH:21][C:8]([C:6]3[N:7]=[C:3]([C:2]([F:1])([F:20])[F:19])[N:4]([CH2:11][O:12][CH2:13][CH2:14][Si:15]([CH3:18])([CH3:17])[CH3:16])[CH:5]=3)=[O:10])[CH3:39])[N:25]=2)[CH:36]=[C:35]([F:37])[C:32]=1[C:33]#[N:34]. (2) Given the reactants [OH:1][C:2]1[CH:7]=[CH:6][CH:5]=[CH:4][C:3]=1[C:8](=[O:17])[CH2:9][C:10]([O:12][C:13]([CH3:16])([CH3:15])[CH3:14])=[O:11].[C:18]1([CH3:26])[CH:23]=[CH:22][C:21]([CH:24]=O)=[CH:20][CH:19]=1.N1CCCCC1.C(O)(=O)C, predict the reaction product. The product is: [OH:1][C:2]1[CH:7]=[CH:6][CH:5]=[CH:4][C:3]=1[C:8](/[C:9](=[CH:26]\[C:18]1[CH:23]=[CH:22][C:21]([CH3:24])=[CH:20][CH:19]=1)/[C:10]([O:12][C:13]([CH3:14])([CH3:16])[CH3:15])=[O:11])=[O:17]. (3) The product is: [OH:26][CH2:25][C:22]1[CH:23]=[CH:24][C:19]([CH2:18][N:4]2[CH:5]=[C:6]([C:9]3[CH:14]=[CH:13][C:12]([O:15][CH3:16])=[CH:11][CH:10]=3)[CH:7]=[CH:8][C:3]2=[O:2])=[CH:20][CH:21]=1. Given the reactants C[O:2][C:3]1[CH:8]=[CH:7][C:6]([C:9]2[CH:14]=[CH:13][C:12]([O:15][CH3:16])=[CH:11][CH:10]=2)=[CH:5][N:4]=1.Br[CH2:18][C:19]1[CH:24]=[CH:23][C:22]([CH2:25][OH:26])=[CH:21][CH:20]=1, predict the reaction product. (4) Given the reactants O=P12OP3(OP(OP(O3)(O1)=O)(=O)O2)=O.CS(O)(=O)=O.[Cl:20][C:21]1[CH:26]=[C:25]([F:27])[CH:24]=[CH:23][C:22]=1[C:28]1[C:29]([C:34]([OH:36])=O)=[CH:30][CH:31]=[CH:32][CH:33]=1, predict the reaction product. The product is: [Cl:20][C:21]1[C:22]2[C:28]3[C:29](=[CH:30][CH:31]=[CH:32][CH:33]=3)[C:34](=[O:36])[C:23]=2[CH:24]=[C:25]([F:27])[CH:26]=1. (5) Given the reactants FC(F)(F)OC1C=CC(CBr)=CC=1.Br[C:15]1[CH:20]=[CH:19][C:18](/[CH:21]=[CH:22]/[C:23]2[N:24]([CH2:36][C:37]3[CH:42]=[CH:41][C:40]([O:43][C:44]([F:47])([F:46])[F:45])=[CH:39][CH:38]=3)[CH:25]=[C:26]([C:28]3[CH:33]=[CH:32][C:31]([Cl:34])=[CH:30][C:29]=3[Cl:35])[N:27]=2)=[CH:17][CH:16]=1.[CH2:48]([O:52][C:53]1[CH:58]=[CH:57][C:56](B(O)O)=[CH:55][CH:54]=1)[CH2:49][CH2:50][CH3:51], predict the reaction product. The product is: [CH2:48]([O:52][C:53]1[CH:58]=[CH:57][C:56]([C:15]2[CH:20]=[CH:19][C:18](/[CH:21]=[CH:22]/[C:23]3[N:24]([CH2:36][C:37]4[CH:38]=[CH:39][C:40]([O:43][C:44]([F:46])([F:45])[F:47])=[CH:41][CH:42]=4)[CH:25]=[C:26]([C:28]4[CH:33]=[CH:32][C:31]([Cl:34])=[CH:30][C:29]=4[Cl:35])[N:27]=3)=[CH:17][CH:16]=2)=[CH:55][CH:54]=1)[CH2:49][CH2:50][CH3:51]. (6) The product is: [ClH:30].[CH3:1][O:2][CH2:3][CH2:4][CH2:5][C:6]1[C:16]2[O:15][CH2:14][CH2:13][NH:12][CH2:11][C:10]=2[CH:9]=[CH:8][CH:7]=1. Given the reactants [CH3:1][O:2][CH2:3][CH2:4][CH2:5][C:6]1[C:16]2[O:15][CH2:14][CH2:13][N:12](C(OC(C)(C)C)=O)[CH2:11][C:10]=2[CH:9]=[CH:8][CH:7]=1.C(OCC)(=O)C.[ClH:30], predict the reaction product. (7) Given the reactants [C:1]([C:3]1[CH:4]=[C:5]([C:9]2([CH2:29][O:30]CC=C)[C:13](=[O:14])[N:12]([C:15]3[CH:22]=[CH:21][C:18]([C:19]#[N:20])=[C:17]([C:23]([F:26])([F:25])[F:24])[CH:16]=3)[C:11](=[O:27])[N:10]2[CH3:28])[CH:6]=[CH:7][CH:8]=1)#[N:2], predict the reaction product. The product is: [C:1]([C:3]1[CH:4]=[C:5]([C:9]2([CH2:29][OH:30])[C:13](=[O:14])[N:12]([C:15]3[CH:22]=[CH:21][C:18]([C:19]#[N:20])=[C:17]([C:23]([F:26])([F:24])[F:25])[CH:16]=3)[C:11](=[O:27])[N:10]2[CH3:28])[CH:6]=[CH:7][CH:8]=1)#[N:2].